This data is from NCI-60 drug combinations with 297,098 pairs across 59 cell lines. The task is: Regression. Given two drug SMILES strings and cell line genomic features, predict the synergy score measuring deviation from expected non-interaction effect. (1) Drug 1: C1CN(CCN1C(=O)CCBr)C(=O)CCBr. Drug 2: C(CN)CNCCSP(=O)(O)O. Cell line: KM12. Synergy scores: CSS=31.1, Synergy_ZIP=3.51, Synergy_Bliss=2.41, Synergy_Loewe=-13.3, Synergy_HSA=-0.720. (2) Drug 1: CN1C(=O)N2C=NC(=C2N=N1)C(=O)N. Drug 2: C1CN(CCN1C(=O)CCBr)C(=O)CCBr. Cell line: NCI-H226. Synergy scores: CSS=-3.48, Synergy_ZIP=-0.534, Synergy_Bliss=-3.13, Synergy_Loewe=-3.13, Synergy_HSA=-5.22. (3) Drug 1: C1CCC(C(C1)N)N.C(=O)(C(=O)[O-])[O-].[Pt+4]. Drug 2: N.N.Cl[Pt+2]Cl. Cell line: SK-MEL-28. Synergy scores: CSS=25.1, Synergy_ZIP=-4.30, Synergy_Bliss=-3.70, Synergy_Loewe=-6.70, Synergy_HSA=-1.20. (4) Drug 1: COC1=CC(=CC(=C1O)OC)C2C3C(COC3=O)C(C4=CC5=C(C=C24)OCO5)OC6C(C(C7C(O6)COC(O7)C8=CC=CS8)O)O. Drug 2: C1CCC(CC1)NC(=O)N(CCCl)N=O. Cell line: HCT-15. Synergy scores: CSS=47.2, Synergy_ZIP=-5.41, Synergy_Bliss=-7.30, Synergy_Loewe=-15.4, Synergy_HSA=-5.99. (5) Drug 1: CC1CCC2CC(C(=CC=CC=CC(CC(C(=O)C(C(C(=CC(C(=O)CC(OC(=O)C3CCCCN3C(=O)C(=O)C1(O2)O)C(C)CC4CCC(C(C4)OC)O)C)C)O)OC)C)C)C)OC. Drug 2: CCN(CC)CCCC(C)NC1=C2C=C(C=CC2=NC3=C1C=CC(=C3)Cl)OC. Cell line: SR. Synergy scores: CSS=66.2, Synergy_ZIP=-0.655, Synergy_Bliss=-6.23, Synergy_Loewe=-8.37, Synergy_HSA=-5.79. (6) Drug 1: C1=C(C(=O)NC(=O)N1)N(CCCl)CCCl. Synergy scores: CSS=45.8, Synergy_ZIP=-6.37, Synergy_Bliss=-0.264, Synergy_Loewe=-3.07, Synergy_HSA=2.11. Drug 2: CN(CC1=CN=C2C(=N1)C(=NC(=N2)N)N)C3=CC=C(C=C3)C(=O)NC(CCC(=O)O)C(=O)O. Cell line: SF-539. (7) Drug 1: CC(C)(C#N)C1=CC(=CC(=C1)CN2C=NC=N2)C(C)(C)C#N. Drug 2: C1CN(P(=O)(OC1)NCCCl)CCCl. Cell line: HCT116. Synergy scores: CSS=-4.51, Synergy_ZIP=5.18, Synergy_Bliss=2.75, Synergy_Loewe=-0.328, Synergy_HSA=-3.97.